Dataset: Forward reaction prediction with 1.9M reactions from USPTO patents (1976-2016). Task: Predict the product of the given reaction. (1) Given the reactants [OH-:1].[K+].[C:3]1(=[O:10])[CH2:8][CH2:7][CH2:6][CH2:5][C:4]1=O.Br[CH2:12][C:13](=O)[C:14]([O:16]CC)=[O:15].[OH-].[Na+].Cl, predict the reaction product. The product is: [O:10]=[C:3]1[C:4]2[C:13]([C:14]([OH:16])=[O:15])=[CH:12][O:1][C:5]=2[CH2:6][CH2:7][CH2:8]1. (2) The product is: [C:12]([C:11]1[CH:14]=[CH:15][C:8]([CH2:7][CH2:6][CH2:5][N:4]([S:23]([CH3:26])(=[O:25])=[O:24])[CH2:3][CH2:2][O:1][S:23]([CH3:26])(=[O:25])=[O:24])=[CH:9][CH:10]=1)#[N:13]. Given the reactants [OH:1][CH2:2][CH2:3][NH:4][CH2:5][CH2:6][CH2:7][C:8]1[CH:15]=[CH:14][C:11]([C:12]#[N:13])=[CH:10][CH:9]=1.C(N(CC)CC)C.[S:23](Cl)([CH3:26])(=[O:25])=[O:24], predict the reaction product. (3) Given the reactants [I:1][C:2]1[C:3]([O:20][CH3:21])=[CH:4][C:5]([CH:17]([CH3:19])[CH3:18])=[C:6]([CH:16]=1)[O:7][C:8]1[C:9]([NH2:15])=[N:10][C:11]([NH2:14])=[N:12][CH:13]=1.Cl[Si](C)(C)C.[C:27](Cl)(=[O:31])[CH2:28][CH2:29][CH3:30].C[OH:34].N1C=[CH:39][CH:38]=[CH:37][CH:36]=1, predict the reaction product. The product is: [C:27]([NH:14][C:11]1[N:10]=[C:9]([NH:15][C:36](=[O:34])[CH2:37][CH2:38][CH3:39])[C:8]([O:7][C:6]2[CH:16]=[C:2]([I:1])[C:3]([O:20][CH3:21])=[CH:4][C:5]=2[CH:17]([CH3:19])[CH3:18])=[CH:13][N:12]=1)(=[O:31])[CH2:28][CH2:29][CH3:30]. (4) Given the reactants [N+]([C:4]1C=CC=CC=1O)([O-])=O.[Br:11][C:12]1[C:17]([N+:18]([O-:20])=[O:19])=[CH:16][CH:15]=[CH:14][C:13]=1[OH:21].C(=O)([O-])[O-].[Cs+].[Cs+], predict the reaction product. The product is: [Br:11][C:12]1[C:17]([N+:18]([O-:20])=[O:19])=[CH:16][CH:15]=[CH:14][C:13]=1[O:21][CH3:4]. (5) Given the reactants [NH2:1][C:2]1[CH:7]=[CH:6][CH:5]=[CH:4][C:3]=1[SH:8].[CH2:9]=[C:10]1[O:14][C:12](=O)[CH2:11]1, predict the reaction product. The product is: [S:8]1[C:3]2[CH:4]=[CH:5][CH:6]=[CH:7][C:2]=2[N:1]=[C:12]1[CH2:11][C:10](=[O:14])[CH3:9].